This data is from Catalyst prediction with 721,799 reactions and 888 catalyst types from USPTO. The task is: Predict which catalyst facilitates the given reaction. (1) Reactant: Br[C:2]1[N:6]([CH2:7][C:8]2[C:13]([F:14])=[CH:12][C:11]([O:15][CH2:16][CH3:17])=[CH:10][C:9]=2[F:18])[N:5]=[C:4]([C:19]2[N:24]=[C:23]([NH2:25])[C:22]([O:26][CH3:27])=[CH:21][N:20]=2)[C:3]=1[CH3:28].[Cu][C:30]#[N:31].N.C(OCC)(=O)C. Product: [NH2:25][C:23]1[C:22]([O:26][CH3:27])=[CH:21][N:20]=[C:19]([C:4]2[C:3]([CH3:28])=[C:2]([C:30]#[N:31])[N:6]([CH2:7][C:8]3[C:13]([F:14])=[CH:12][C:11]([O:15][CH2:16][CH3:17])=[CH:10][C:9]=3[F:18])[N:5]=2)[N:24]=1. The catalyst class is: 3. (2) Product: [ClH:15].[F:23][C:22]([F:25])([F:24])[C:19]1[CH:20]=[CH:21][C:8]([NH:7][C@H:3]2[CH2:4][CH2:5][CH2:6][C@@H:2]2[NH2:1])=[N:17][CH:18]=1. Reactant: [NH2:1][C@H:2]1[CH2:6][CH2:5][CH2:4][C@@H:3]1[NH:7][C:8](=O)OC(C)(C)C.[Cl:15]C1[CH:21]=[CH:20][C:19]([C:22]([F:25])([F:24])[F:23])=[CH:18][N:17]=1.CCN(C(C)C)C(C)C.Cl.O1CCOCC1. The catalyst class is: 816. (3) Reactant: [CH3:1][O:2][CH2:3][CH2:4][N:5]1[CH:14]([C:15]2[S:16][CH:17]=[CH:18][CH:19]=2)[CH:13]([C:20]([NH:22][C:23]2[CH:28]=[CH:27][CH:26]=[C:25]([O:29][CH3:30])[CH:24]=2)=[O:21])[C:12]2[C:7](=[CH:8][C:9]([N+:31]([O-])=O)=[CH:10][CH:11]=2)[C:6]1=[O:34]. Product: [NH2:31][C:9]1[CH:8]=[C:7]2[C:12]([CH:13]([C:20]([NH:22][C:23]3[CH:28]=[CH:27][CH:26]=[C:25]([O:29][CH3:30])[CH:24]=3)=[O:21])[CH:14]([C:15]3[S:16][CH:17]=[CH:18][CH:19]=3)[N:5]([CH2:4][CH2:3][O:2][CH3:1])[C:6]2=[O:34])=[CH:11][CH:10]=1. The catalyst class is: 312. (4) Product: [CH2:21]([NH:25][C:15](=[O:17])[C:14]([C:11]1[CH:10]=[CH:9][C:8]([S:5](/[CH:4]=[CH:3]/[C:1]#[N:2])(=[O:6])=[O:7])=[CH:13][CH:12]=1)([CH3:19])[CH3:18])[CH2:22][C:23]#[CH:24]. The catalyst class is: 10. Reactant: [C:1](/[CH:3]=[CH:4]/[S:5]([C:8]1[CH:13]=[CH:12][C:11]([C:14]([CH3:19])([CH3:18])[C:15]([OH:17])=O)=[CH:10][CH:9]=1)(=[O:7])=[O:6])#[N:2].Cl.[CH2:21]([NH2:25])[CH2:22][C:23]#[CH:24].Cl.CN(C)CCCN=C=NCC.CN1CCOCC1.ON1C2C=CC=CC=2N=N1. (5) The catalyst class is: 224. Product: [CH3:1][C:2]1[C:3]([CH2:19][S:20]([C:21]2[NH:22][C:23]3[CH:29]=[CH:28][CH:27]=[CH:26][C:24]=3[N:25]=2)=[O:38])=[N:4][CH:5]=[CH:6][C:7]=1[O:8][CH2:9][CH2:10][C:11]1([CH2:16][CH2:17][CH3:18])[O:12][CH2:13][CH2:14][O:15]1. Reactant: [CH3:1][C:2]1[C:3]([CH2:19][S:20][C:21]2[NH:25][C:24]3[CH:26]=[CH:27][CH:28]=[CH:29][C:23]=3[N:22]=2)=[N:4][CH:5]=[CH:6][C:7]=1[O:8][CH2:9][CH2:10][C:11]1([CH2:16][CH2:17][CH3:18])[O:15][CH2:14][CH2:13][O:12]1.ClC1C=CC=C(C(OO)=[O:38])C=1.C(=O)([O-])O.[Na+].C(OCC)(=O)C. (6) Reactant: [O:1]=[C:2]1[N:10](COCC[Si](C)(C)C)[C:5]2=[N:6][CH:7]=[CH:8][CH:9]=[C:4]2[C:3]21[CH2:30][C:21]1=[N:22][CH:23]=[C:24]([C:26]([O:28]C)=[O:27])[CH:25]=[C:20]1[CH2:19]2.Cl.[OH-].[Na+]. Product: [O:1]=[C:2]1[NH:10][C:5]2=[N:6][CH:7]=[CH:8][CH:9]=[C:4]2[C:3]21[CH2:30][C:21]1=[N:22][CH:23]=[C:24]([C:26]([OH:28])=[O:27])[CH:25]=[C:20]1[CH2:19]2. The catalyst class is: 5.